Dataset: Full USPTO retrosynthesis dataset with 1.9M reactions from patents (1976-2016). Task: Predict the reactants needed to synthesize the given product. (1) Given the product [CH3:32][NH:33][C:2]1[N:7]=[C:6]([NH:8][CH2:9][C:10]2[C:11]([C:21]3[CH:26]=[CH:25][CH:24]=[CH:23][CH:22]=3)=[N:12][C:13]3[C:18]([CH:19]=2)=[CH:17][CH:16]=[CH:15][C:14]=3[CH3:20])[CH:5]=[C:4]([CH3:27])[N:3]=1, predict the reactants needed to synthesize it. The reactants are: Cl[C:2]1[N:7]=[C:6]([NH:8][CH2:9][C:10]2[C:11]([C:21]3[CH:26]=[CH:25][CH:24]=[CH:23][CH:22]=3)=[N:12][C:13]3[C:18]([CH:19]=2)=[CH:17][CH:16]=[CH:15][C:14]=3[CH3:20])[CH:5]=[C:4]([CH3:27])[N:3]=1.Cl.CN.C[CH2:32][N:33](C(C)C)C(C)C. (2) Given the product [CH2:1]([O:3][C:4]([C:5]1[N:8]=[CH:10][N:7]([C:24]2[CH:26]=[CH:27][C:21]([F:20])=[CH:22][CH:23]=2)[CH:6]=1)=[O:9])[CH3:2], predict the reactants needed to synthesize it. The reactants are: [CH2:1]([O:3][C:4](=[O:9])[CH:5]([NH2:8])[C:6]#[N:7])[CH3:2].[CH:10](OCC)(OCC)OCC.[F:20][C:21]1[CH:27]=[CH:26][C:24](N)=[CH:23][CH:22]=1.